From a dataset of Reaction yield outcomes from USPTO patents with 853,638 reactions. Predict the reaction yield, written as a fraction of the theoretical maximum amount of product (1.0 means a 100% yield; for example, 0.34 means a 34% yield). The reactants are Br[CH2:2][CH2:3][CH2:4][CH2:5][CH2:6][CH2:7][C:8]([CH3:15])([CH3:14])[C:9]([O:11][CH2:12][CH3:13])=[O:10].[C:16]1([CH3:28])[CH:21]=[CH:20][C:19]([S:22]([CH2:25][N+:26]#[C-:27])(=[O:24])=[O:23])=[CH:18][CH:17]=1.[H-].[Na+]. The catalyst is [I-].C([N+](CCCC)(CCCC)CCCC)CCC.CS(C)=O. The product is [CH2:12]([O:11][C:9](=[O:10])[C:8]([CH3:15])([CH3:14])[CH2:7][CH2:6][CH2:5][CH2:4][CH2:3][CH2:2][C:25]([N+:26]#[C-:27])([S:22]([C:19]1[CH:18]=[CH:17][C:16]([CH3:28])=[CH:21][CH:20]=1)(=[O:23])=[O:24])[CH2:2][CH2:3][CH2:4][CH2:5][CH2:6][CH2:7][C:8]([CH3:14])([CH3:15])[C:9]([O:11][CH2:12][CH3:13])=[O:10])[CH3:13]. The yield is 1.00.